Dataset: Reaction yield outcomes from USPTO patents with 853,638 reactions. Task: Predict the reaction yield, written as a fraction of the theoretical maximum amount of product (1.0 means a 100% yield; for example, 0.34 means a 34% yield). The reactants are F[C:2]1[CH:9]=[C:8]([O:10][CH3:11])[CH:7]=[CH:6][C:3]=1[C:4]#[N:5].[OH:12][C:13]1[C:14]([O:21][CH3:22])=[C:15]([CH:18]=[CH:19][CH:20]=1)[CH:16]=[O:17].C(=O)([O-])[O-].[Cs+].[Cs+].[OH-].[Na+]. The catalyst is CN(C=O)C. The product is [CH:16]([C:15]1[C:14]([O:21][CH3:22])=[C:13]([CH:20]=[CH:19][CH:18]=1)[O:12][C:2]1[CH:9]=[C:8]([O:10][CH3:11])[CH:7]=[CH:6][C:3]=1[C:4]#[N:5])=[O:17]. The yield is 0.730.